Dataset: Catalyst prediction with 721,799 reactions and 888 catalyst types from USPTO. Task: Predict which catalyst facilitates the given reaction. (1) Reactant: [CH3:1][N:2]1[CH2:7][CH2:6][N:5]([C:8]2[CH:9]=[CH:10][C:11]([NH2:14])=[N:12][CH:13]=2)[CH2:4][CH2:3]1.Br[C:16]1[C:17](=[O:24])[N:18]([CH3:23])[CH:19]=[C:20]([Br:22])[CH:21]=1.C([O-])([O-])=O.[Cs+].[Cs+].CC1(C)C2C(=C(P(C3C=CC=CC=3)C3C=CC=CC=3)C=CC=2)OC2C(P(C3C=CC=CC=3)C3C=CC=CC=3)=CC=CC1=2. Product: [Br:22][C:20]1[CH:21]=[C:16]([NH:14][C:11]2[CH:10]=[CH:9][C:8]([N:5]3[CH2:6][CH2:7][N:2]([CH3:1])[CH2:3][CH2:4]3)=[CH:13][N:12]=2)[C:17](=[O:24])[N:18]([CH3:23])[CH:19]=1. The catalyst class is: 102. (2) Reactant: [N+:1]([C:4]1[CH:11]=[CH:10][C:7]([CH2:8][NH2:9])=[CH:6][CH:5]=1)([O-:3])=[O:2].C(N(CC)CC)C.[CH2:19]([S:21](Cl)(=[O:23])=[O:22])[CH3:20]. Product: [N+:1]([C:4]1[CH:5]=[CH:6][C:7]([CH2:8][NH:9][S:21]([CH2:19][CH3:20])(=[O:23])=[O:22])=[CH:10][CH:11]=1)([O-:3])=[O:2]. The catalyst class is: 1. (3) Reactant: [CH3:1][O:2][C:3]1[C:4]([N+:16]([O-:18])=[O:17])=[C:5]([CH:9]=[C:10]([O:14][CH3:15])[C:11]=1[O:12][CH3:13])[CH2:6]CO.P(Br)(Br)[Br:20]. Product: [N+:16]([C:4]1[C:3]([O:2][CH3:1])=[C:11]([O:12][CH3:13])[C:10]([O:14][CH3:15])=[CH:9][C:5]=1[CH2:6][Br:20])([O-:18])=[O:17]. The catalyst class is: 2. (4) Reactant: [OH:1][C@H:2]([C:36]1[CH:45]=[CH:44][C:43]([OH:46])=[C:42]2[C:37]=1[CH:38]=[CH:39][C:40](=[O:47])[NH:41]2)[CH2:3][NH:4][CH2:5][CH2:6][CH2:7][CH2:8][CH2:9][CH2:10][CH2:11][CH2:12][CH2:13][N:14]1[CH2:19][CH2:18][CH:17]([O:20][C:21](=[O:35])[NH:22][C:23]2[CH:28]=[CH:27][CH:26]=[CH:25][C:24]=2[C:29]2[CH:34]=[CH:33][CH:32]=[CH:31][CH:30]=2)[CH2:16][CH2:15]1.[C:48]1([S:62]([OH:65])(=[O:64])=[O:63])[C:57]2[CH:56]=[CH:55][CH:54]=[C:53]([S:58]([OH:61])(=[O:60])=[O:59])[C:52]=2[CH:51]=[CH:50][CH:49]=1. Product: [C:48]1([S:62]([OH:65])(=[O:64])=[O:63])[C:57]2[CH:56]=[CH:55][CH:54]=[C:53]([S:58]([OH:61])(=[O:60])=[O:59])[C:52]=2[CH:51]=[CH:50][CH:49]=1.[OH:1][C@H:2]([C:36]1[CH:45]=[CH:44][C:43]([OH:46])=[C:42]2[C:37]=1[CH:38]=[CH:39][C:40](=[O:47])[NH:41]2)[CH2:3][NH:4][CH2:5][CH2:6][CH2:7][CH2:8][CH2:9][CH2:10][CH2:11][CH2:12][CH2:13][N:14]1[CH2:15][CH2:16][CH:17]([O:20][C:21](=[O:35])[NH:22][C:23]2[CH:28]=[CH:27][CH:26]=[CH:25][C:24]=2[C:29]2[CH:30]=[CH:31][CH:32]=[CH:33][CH:34]=2)[CH2:18][CH2:19]1. The catalyst class is: 5. (5) Reactant: [CH2:1]([O:3][C:4]([C@@H:6]1[CH2:10][C:9](=[O:11])[CH2:8][C@H:7]1[C:12]([OH:14])=[O:13])=[O:5])[CH3:2].C1N(CCS(O)(=O)=O)CCOC1.O=C[C@@H]([C@H]([C@@H]([C@@H](CO)O)O)O)O.[Cl-].[Mg+2].[Cl-].C1C=[N+]([C@@H]2O[C@H](COP(OP(OC[C@H]3O[C@@H](N4C5N=CN=C(N)C=5N=C4)[C@H](OP(O)(O)=O)[C@@H]3O)(O)=O)(O)=O)[C@@H](O)[C@H]2O)C=C(C(N)=O)C=1.[OH-].[Na+]. Product: [CH2:1]([O:3][C:4]([C@@H:6]1[CH2:10][C@H:9]([OH:11])[CH2:8][C@H:7]1[C:12]([OH:14])=[O:13])=[O:5])[CH3:2]. The catalyst class is: 13.